From a dataset of Full USPTO retrosynthesis dataset with 1.9M reactions from patents (1976-2016). Predict the reactants needed to synthesize the given product. The reactants are: [Br:1][C:2]1[S:3][C:4]([N:11]([CH2:18][CH3:19])[CH:12]2[CH2:17][CH2:16][O:15][CH2:14][CH2:13]2)=[C:5]([CH3:10])[C:6]=1[C:7]([OH:9])=O.Cl.[NH2:21][CH2:22][C:23]1[C:24](=[O:31])[NH:25][C:26]([CH3:30])=[CH:27][C:28]=1[CH3:29].C(Cl)CCl.C1C=NC2N(O)N=NC=2C=1.CN1CCOCC1. Given the product [Br:1][C:2]1[S:3][C:4]([N:11]([CH2:18][CH3:19])[CH:12]2[CH2:17][CH2:16][O:15][CH2:14][CH2:13]2)=[C:5]([CH3:10])[C:6]=1[C:7]([NH:21][CH2:22][C:23]1[C:24](=[O:31])[NH:25][C:26]([CH3:30])=[CH:27][C:28]=1[CH3:29])=[O:9], predict the reactants needed to synthesize it.